This data is from Catalyst prediction with 721,799 reactions and 888 catalyst types from USPTO. The task is: Predict which catalyst facilitates the given reaction. (1) Reactant: [C:1]([O:5][C:6]([NH:8][C@@H:9]([CH2:13][CH2:14][CH2:15][O:16][Si:17]([C:30]([CH3:33])([CH3:32])[CH3:31])([C:24]1[CH:29]=[CH:28][CH:27]=[CH:26][CH:25]=1)[C:18]1[CH:23]=[CH:22][CH:21]=[CH:20][CH:19]=1)C(O)=O)=[O:7])([CH3:4])([CH3:3])[CH3:2].C(N1CCOCC1)C.[CH2:42]([O:46]N1CCNCC1=C=O)[CH2:43][CH2:44][CH3:45].[B-](F)(F)(F)F.CCOC(C(C#N)=N[O:67][C:68]([N:72]([CH3:74])[CH3:73])=[N+](C)C)=O.[CH3:77][N:78]([CH:80]=[O:81])[CH3:79]. Product: [CH2:42]([O:46][C:80]([N:78]1[CH2:79][CH2:73][N:72]([C:68](=[O:67])[C@@H:9]([NH:8][C:6]([O:5][C:1]([CH3:3])([CH3:4])[CH3:2])=[O:7])[CH2:13][CH2:14][CH2:15][O:16][Si:17]([C:30]([CH3:31])([CH3:33])[CH3:32])([C:24]2[CH:29]=[CH:28][CH:27]=[CH:26][CH:25]=2)[C:18]2[CH:19]=[CH:20][CH:21]=[CH:22][CH:23]=2)[CH2:74][CH2:77]1)=[O:81])[CH2:43][CH2:44][CH3:45]. The catalyst class is: 13. (2) Reactant: [F:1][C:2]1[C:3]([C:8]2([NH:12]C(=O)OC)[CH2:11][CH2:10][CH2:9]2)=[N:4][CH:5]=[CH:6][CH:7]=1.[OH-].[Na+]. Product: [F:1][C:2]1[C:3]([C:8]2([NH2:12])[CH2:11][CH2:10][CH2:9]2)=[N:4][CH:5]=[CH:6][CH:7]=1. The catalyst class is: 8. (3) Reactant: [CH3:1][C:2]([C:22]([O:24][CH3:25])=[O:23])([CH3:21])[NH:3][C:4]([C:6]1[CH:11]=[CH:10][C:9]([C:12]2[CH:17]=[CH:16][C:15]([N+:18]([O-:20])=[O:19])=[CH:14][CH:13]=2)=[CH:8][CH:7]=1)=[O:5].[H-].[Na+].[CH3:28]N(C)C=O.IC. Product: [CH3:28][N:3]([C:4]([C:6]1[CH:7]=[CH:8][C:9]([C:12]2[CH:17]=[CH:16][C:15]([N+:18]([O-:20])=[O:19])=[CH:14][CH:13]=2)=[CH:10][CH:11]=1)=[O:5])[C:2]([CH3:1])([C:22]([O:24][CH3:25])=[O:23])[CH3:21]. The catalyst class is: 6. (4) Reactant: C12BC(CCC1)CCC2.[CH:10]([CH:12]1[CH2:17][N:16]([C:18]([O:20][C:21]([CH3:24])([CH3:23])[CH3:22])=[O:19])[CH2:15][CH2:14][N:13]1[C:25]([O:27][CH2:28][C:29]1[CH:34]=[CH:33][CH:32]=[CH:31][CH:30]=1)=[O:26])=[CH2:11].Br[C:36]1[CH:37]=[N:38][CH:39]=[CH:40][CH:41]=1.C1(P(C2C=CC=CC=2)C2C=CC=CC=2)C=CC=CC=1.[OH-].[Na+]. Product: [N:38]1[CH:39]=[CH:40][CH:41]=[C:36]([CH2:11][CH2:10][CH:12]2[CH2:17][N:16]([C:18]([O:20][C:21]([CH3:24])([CH3:22])[CH3:23])=[O:19])[CH2:15][CH2:14][N:13]2[C:25]([O:27][CH2:28][C:29]2[CH:30]=[CH:31][CH:32]=[CH:33][CH:34]=2)=[O:26])[CH:37]=1. The catalyst class is: 492. (5) Reactant: [CH2:1]([C:3]1[C:4]([O:13][CH3:14])=[N:5][C:6]([CH3:12])=[C:7]([CH:11]=1)[C:8]([OH:10])=O)[CH3:2].F[B-](F)(F)F.[O:20]=[C:21]1C=CC=C[N:22]1OC(N(C)C)=[N+](C)C.O.OC1C2N=N[NH:42]C=2C=CC=1.C(N(C(C)C)C(C)C)C. Product: [CH:21]([NH:22][NH:42][C:8](=[O:10])[C:7]1[CH:11]=[C:3]([CH2:1][CH3:2])[C:4]([O:13][CH3:14])=[N:5][C:6]=1[CH3:12])=[O:20]. The catalyst class is: 46.